From a dataset of Forward reaction prediction with 1.9M reactions from USPTO patents (1976-2016). Predict the product of the given reaction. (1) Given the reactants Br[C:2]1[N:7]=[C:6]([O:8][CH3:9])[C:5]([N:10]2[CH:14]=[C:13]([CH3:15])[N:12]=[CH:11]2)=[CH:4][CH:3]=1.[CH3:16][N:17](C=O)C, predict the reaction product. The product is: [CH3:9][O:8][C:6]1[N:7]=[C:2]([C:16]#[N:17])[CH:3]=[CH:4][C:5]=1[N:10]1[CH:14]=[C:13]([CH3:15])[N:12]=[CH:11]1. (2) The product is: [CH2:1]([O:3][C:4]([N:6]1[CH2:11][CH2:10][N:9]([CH2:12][CH:13]([C:14]2[CH:19]=[CH:18][C:17]([F:20])=[CH:16][CH:15]=2)[N:30]2[CH2:31][CH2:32][N:27]([CH:24]([CH3:26])[CH3:25])[CH2:28][CH2:29]2)[CH2:8][CH2:7]1)=[O:5])[CH3:2]. Given the reactants [CH2:1]([O:3][C:4]([N:6]1[CH2:11][CH2:10][N:9]([CH2:12][CH:13](Cl)[C:14]2[CH:19]=[CH:18][C:17]([F:20])=[CH:16][CH:15]=2)[CH2:8][CH2:7]1)=[O:5])[CH3:2].Cl.Cl.[CH:24]([N:27]1[CH2:32][CH2:31][NH:30][CH2:29][CH2:28]1)([CH3:26])[CH3:25].C(N(C(C)C)CC)(C)C.C(=O)(O)[O-].[Na+], predict the reaction product. (3) Given the reactants [CH3:1][N:2]1[C:6]([C:7]([F:10])([F:9])[F:8])=[CH:5][C:4]([NH:11][C:12]([N:14]2[C:22]3[C:17](=[CH:18][C:19]([O:23][C:24]4[CH:29]=[C:28]([CH2:30][NH:31][CH3:32])[N:27]=[CH:26][N:25]=4)=[CH:20][CH:21]=3)[CH:16]=[CH:15]2)=[O:13])=[N:3]1.C(O)C.[ClH:36], predict the reaction product. The product is: [ClH:36].[CH3:1][N:2]1[C:6]([C:7]([F:8])([F:9])[F:10])=[CH:5][C:4]([NH:11][C:12]([N:14]2[C:22]3[C:17](=[CH:18][C:19]([O:23][C:24]4[CH:29]=[C:28]([CH2:30][NH:31][CH3:32])[N:27]=[CH:26][N:25]=4)=[CH:20][CH:21]=3)[CH:16]=[CH:15]2)=[O:13])=[N:3]1. (4) Given the reactants C[Si]([N-][Si](C)(C)C)(C)C.[Li+].[C:11]([C:14]1[CH:18]=[CH:17][N:16]([S:19]([C:22]2[CH:27]=[CH:26][CH:25]=[CH:24][CH:23]=2)(=[O:21])=[O:20])[CH:15]=1)(=[O:13])[CH3:12].[C:28](OC)(=[O:33])[C:29]([O:31][CH3:32])=[O:30], predict the reaction product. The product is: [CH3:32][O:31][C:29](=[O:30])[C:28](=[O:33])[CH2:12][C:11](=[O:13])[C:14]1[CH:18]=[CH:17][N:16]([S:19]([C:22]2[CH:27]=[CH:26][CH:25]=[CH:24][CH:23]=2)(=[O:20])=[O:21])[CH:15]=1. (5) The product is: [CH2:1]([C:3]1[N:7]([C:8]2[N:16]=[C:15]3[C:11]([N:12]=[C:13]([C:18]([N:31]4[CH2:36][CH2:35][CH:34]([C:37]([OH:40])([CH3:39])[CH3:38])[CH2:33][CH2:32]4)=[O:19])[N:14]3[CH3:17])=[C:10]([N:21]3[CH2:26][CH2:25][O:24][CH2:23][CH2:22]3)[N:9]=2)[C:6]2[CH:27]=[CH:28][CH:29]=[CH:30][C:5]=2[N:4]=1)[CH3:2]. Given the reactants [CH2:1]([C:3]1[N:7]([C:8]2[N:16]=[C:15]3[C:11]([N:12]=[C:13]([C:18](O)=[O:19])[N:14]3[CH3:17])=[C:10]([N:21]3[CH2:26][CH2:25][O:24][CH2:23][CH2:22]3)[N:9]=2)[C:6]2[CH:27]=[CH:28][CH:29]=[CH:30][C:5]=2[N:4]=1)[CH3:2].[NH:31]1[CH2:36][CH2:35][CH:34]([C:37]([OH:40])([CH3:39])[CH3:38])[CH2:33][CH2:32]1, predict the reaction product. (6) Given the reactants [Cl:1][C:2]1[CH:3]=[C:4]([C:8]2[N:9]=[C:10]([N:16]3[C:20]4[CH:21]=[C:22]([O:25][CH2:26][CH:27]5[CH2:29][O:28]5)[CH:23]=[CH:24][C:19]=4[N:18]=[CH:17]3)[S:11][C:12]=2[C:13]([NH2:15])=[O:14])[CH:5]=[CH:6][CH:7]=1.C(=O)([O-])[O-].[K+].[K+].[CH3:36][N:37]1[CH2:42][CH2:41][NH:40][CH2:39][CH2:38]1, predict the reaction product. The product is: [Cl:1][C:2]1[CH:3]=[C:4]([C:8]2[N:9]=[C:10]([N:16]3[C:20]4[CH:21]=[C:22]([O:25][CH2:26][CH:27]([OH:28])[CH2:29][N:40]5[CH2:41][CH2:42][N:37]([CH3:36])[CH2:38][CH2:39]5)[CH:23]=[CH:24][C:19]=4[N:18]=[CH:17]3)[S:11][C:12]=2[C:13]([NH2:15])=[O:14])[CH:5]=[CH:6][CH:7]=1. (7) Given the reactants [Br:1][C:2]1[CH:3]=[CH:4][C:5]2[S:9][C:8]([CH3:10])=[N:7][C:6]=2[CH:11]=1.C([N-]C(C)C)(C)C.[Li+].Br[CH2:21][CH2:22][C:23]([O:25][CH3:26])=[O:24], predict the reaction product. The product is: [CH3:26][O:25][C:23](=[O:24])[CH2:22][CH2:21][CH2:10][C:8]1[S:9][C:5]2[CH:4]=[CH:3][C:2]([Br:1])=[CH:11][C:6]=2[N:7]=1.